Dataset: Full USPTO retrosynthesis dataset with 1.9M reactions from patents (1976-2016). Task: Predict the reactants needed to synthesize the given product. (1) Given the product [CH3:19][C:20]1[CH:25]=[C:24]([C:2]2[C:11]3[C:6](=[CH:7][CH:8]=[CH:9][CH:10]=3)[CH:5]=[C:4]([NH:12][C:13]3[CH:17]=[C:16]([CH3:18])[NH:15][N:14]=3)[N:3]=2)[CH:23]=[CH:22][CH:21]=1, predict the reactants needed to synthesize it. The reactants are: Cl[C:2]1[C:11]2[C:6](=[CH:7][CH:8]=[CH:9][CH:10]=2)[CH:5]=[C:4]([NH:12][C:13]2[CH:17]=[C:16]([CH3:18])[NH:15][N:14]=2)[N:3]=1.[CH3:19][C:20]1[CH:21]=[C:22](B(O)O)[CH:23]=[CH:24][CH:25]=1. (2) Given the product [CH3:27][C:22]1([CH3:28])[C:23]([CH3:26])([CH3:25])[O:24][B:20]([C:2]2[CH:3]=[C:4]3[C:8](=[CH:9][CH:10]=2)[N:7]([C:11]([C:13]2[CH:18]=[CH:17][CH:16]=[CH:15][C:14]=2[CH3:19])=[O:12])[CH2:6][CH2:5]3)[O:21]1, predict the reactants needed to synthesize it. The reactants are: Br[C:2]1[CH:3]=[C:4]2[C:8](=[CH:9][CH:10]=1)[N:7]([C:11]([C:13]1[CH:18]=[CH:17][CH:16]=[CH:15][C:14]=1[CH3:19])=[O:12])[CH2:6][CH2:5]2.[B:20]1([B:20]2[O:24][C:23]([CH3:26])([CH3:25])[C:22]([CH3:28])([CH3:27])[O:21]2)[O:24][C:23]([CH3:26])([CH3:25])[C:22]([CH3:28])([CH3:27])[O:21]1.C([O-])(=O)C.[K+]. (3) The reactants are: [C:1]([N:5]=[C:6]=[O:7])([CH3:4])([CH3:3])[CH3:2].[CH:8]1[C:16]2[C:15]3[CH2:17][CH2:18][CH2:19][CH2:20][C:14]=3[O:13][C:12]=2[CH:11]=[CH:10][C:9]=1[NH2:21].N1C=CC=CC=1. Given the product [C:1]([NH:5][C:6]([NH:21][C:9]1[CH:10]=[CH:11][C:12]2[O:13][C:14]3[CH2:20][CH2:19][CH2:18][CH2:17][C:15]=3[C:16]=2[CH:8]=1)=[O:7])([CH3:4])([CH3:3])[CH3:2], predict the reactants needed to synthesize it. (4) Given the product [C:20]1([C:2]2[CH:3]=[N:4][N:5]([CH2:7][CH2:8][C@@:9]([CH3:19])([S:15]([CH3:18])(=[O:17])=[O:16])[C:10]([O:12][CH2:13][CH3:14])=[O:11])[CH:6]=2)[CH2:25][CH2:24][CH2:23][CH2:22][CH:21]=1, predict the reactants needed to synthesize it. The reactants are: I[C:2]1[CH:3]=[N:4][N:5]([CH2:7][CH2:8][C@@:9]([CH3:19])([S:15]([CH3:18])(=[O:17])=[O:16])[C:10]([O:12][CH2:13][CH3:14])=[O:11])[CH:6]=1.[C:20]1(B(O)O)[CH2:25][CH2:24][CH2:23][CH2:22][CH:21]=1.[F-].[Cs+]. (5) The reactants are: [CH:1]1([NH2:9])[CH2:8][CH2:7][CH2:6][CH2:5][CH2:4][CH2:3][CH2:2]1.Cl[C:11](OC1C=CC([N+]([O-])=O)=CC=1)=[O:12].C(N(C(C)C)CC)(C)C.[Cl:32][C:33]1[CH:42]=[C:41]2[C:36]([C:37]([N:43]3[CH2:48][CH2:47][NH:46][CH2:45][CH2:44]3)=[CH:38][CH:39]=[N:40]2)=[CH:35][CH:34]=1. Given the product [Cl:32][C:33]1[CH:42]=[C:41]2[C:36]([C:37]([N:43]3[CH2:48][CH2:47][N:46]([C:11]([NH:9][CH:1]4[CH2:8][CH2:7][CH2:6][CH2:5][CH2:4][CH2:3][CH2:2]4)=[O:12])[CH2:45][CH2:44]3)=[CH:38][CH:39]=[N:40]2)=[CH:35][CH:34]=1, predict the reactants needed to synthesize it. (6) Given the product [C:15]([Si:12]([CH3:14])([CH3:13])[O:11][C@@H:6]1[C:7]2[CH:8]=[CH:9][CH:10]=[C:2]([C:20]#[N:21])[C:3]=2[CH2:4][CH2:5]1)([CH3:18])([CH3:17])[CH3:16], predict the reactants needed to synthesize it. The reactants are: Br[C:2]1[CH:10]=[CH:9][CH:8]=[C:7]2[C:3]=1[CH2:4][CH2:5][C@@H:6]2[O:11][Si:12]([C:15]([CH3:18])([CH3:17])[CH3:16])([CH3:14])[CH3:13].[Cu][C:20]#[N:21].CN1CCCC1=O. (7) Given the product [NH2:18][C:17]1[C:13]([C:12]2[N:8]([CH2:7][C:6]3[CH:5]=[CH:4][C:3]([O:2][CH3:1])=[CH:33][CH:32]=3)[C:9](=[O:31])[N:10]([CH3:30])[N:11]=2)=[N:14][N:15]([CH2:21][C:22]2[CH:23]=[CH:24][C:25]([O:28][CH3:29])=[CH:26][CH:27]=2)[CH:16]=1, predict the reactants needed to synthesize it. The reactants are: [CH3:1][O:2][C:3]1[CH:33]=[CH:32][C:6]([CH2:7][N:8]2[C:12]([C:13]3[C:17]([N+:18]([O-])=O)=[CH:16][N:15]([CH2:21][C:22]4[CH:27]=[CH:26][C:25]([O:28][CH3:29])=[CH:24][CH:23]=4)[N:14]=3)=[N:11][N:10]([CH3:30])[C:9]2=[O:31])=[CH:5][CH:4]=1. (8) Given the product [Cl:1][C:2]1[CH:3]=[C:4]2[C:9](=[CH:10][C:11]=1[O:12][C:13]1[CH:18]=[CH:17][C:16]([C:19](=[O:38])[NH:20][C:21]3[N:22]=[N:23][C:24]([C:27]4[CH:32]=[CH:31][C:30]([C:33]([F:36])([F:34])[F:35])=[CH:29][C:28]=4[Cl:37])=[CH:25][CH:26]=3)=[CH:15][CH:14]=1)[O:8][CH2:7][CH2:6][CH:5]2[C:39]([OH:41])=[O:40], predict the reactants needed to synthesize it. The reactants are: [Cl:1][C:2]1[CH:3]=[C:4]2[C:9](=[CH:10][C:11]=1[O:12][C:13]1[CH:18]=[CH:17][C:16]([C:19](=[O:38])[NH:20][C:21]3[N:22]=[N:23][C:24]([C:27]4[CH:32]=[CH:31][C:30]([C:33]([F:36])([F:35])[F:34])=[CH:29][C:28]=4[Cl:37])=[CH:25][CH:26]=3)=[CH:15][CH:14]=1)[O:8][CH2:7][CH2:6][CH:5]2[C:39]([O:41]CC)=[O:40].[OH-].[Na+].